This data is from NCI-60 drug combinations with 297,098 pairs across 59 cell lines. The task is: Regression. Given two drug SMILES strings and cell line genomic features, predict the synergy score measuring deviation from expected non-interaction effect. Drug 1: CC1=C(C(CCC1)(C)C)C=CC(=CC=CC(=CC(=O)O)C)C. Drug 2: CC1=C2C(C(=O)C3(C(CC4C(C3C(C(C2(C)C)(CC1OC(=O)C(C(C5=CC=CC=C5)NC(=O)C6=CC=CC=C6)O)O)OC(=O)C7=CC=CC=C7)(CO4)OC(=O)C)O)C)OC(=O)C. Cell line: 786-0. Synergy scores: CSS=6.54, Synergy_ZIP=9.56, Synergy_Bliss=12.2, Synergy_Loewe=4.47, Synergy_HSA=8.35.